This data is from Catalyst prediction with 721,799 reactions and 888 catalyst types from USPTO. The task is: Predict which catalyst facilitates the given reaction. Reactant: [C@@H:1]1([N:9]2[CH:16]=[CH:15][C:13](=[O:14])[NH:12][C:10]2=[O:11])[O:8][C@H:5]([CH2:6][OH:7])[C@@H:3]([OH:4])[CH2:2]1.CN(C=O)C.[CH:22]([O:35][Si:36](Cl)([O:42][Si:43]([CH3:46])([CH3:45])[CH3:44])[O:37][Si:38]([CH3:41])([CH3:40])[CH3:39])([C:29]1[CH:34]=[CH:33][CH:32]=[CH:31][CH:30]=1)[C:23]1[CH:28]=[CH:27][CH:26]=[CH:25][CH:24]=1.[SiH3]Cl. Product: [CH:22]([O:35][Si:36]([O:42][Si:43]([CH3:46])([CH3:45])[CH3:44])([O:37][Si:38]([CH3:39])([CH3:41])[CH3:40])[O:7][CH2:6][C@H:5]1[O:8][C@@H:1]([N:9]2[CH:16]=[CH:15][C:13](=[O:14])[NH:12][C:10]2=[O:11])[CH2:2][C@@H:3]1[OH:4])([C:29]1[CH:34]=[CH:33][CH:32]=[CH:31][CH:30]=1)[C:23]1[CH:24]=[CH:25][CH:26]=[CH:27][CH:28]=1. The catalyst class is: 2.